Dataset: Forward reaction prediction with 1.9M reactions from USPTO patents (1976-2016). Task: Predict the product of the given reaction. (1) Given the reactants [NH2:1][C:2]1[CH:7]=[CH:6][C:5]([S:8]([O:11][C:12]2[CH:17]=[CH:16][C:15]([CH3:18])=[CH:14][CH:13]=2)(=[O:10])=[O:9])=[CH:4][CH:3]=1.C([O-])(O)=O.[Na+].[Br:24][CH2:25][C:26](Br)=[O:27], predict the reaction product. The product is: [Br:24][CH2:25][C:26]([NH:1][C:2]1[CH:7]=[CH:6][C:5]([S:8]([O:11][C:12]2[CH:17]=[CH:16][C:15]([CH3:18])=[CH:14][CH:13]=2)(=[O:10])=[O:9])=[CH:4][CH:3]=1)=[O:27]. (2) Given the reactants [C:1]([C:3]1[C:4]([N:24]2[CH2:29][CH2:28][CH:27]([C:30]([O:32][C:33]([CH3:36])([CH3:35])[CH3:34])=[O:31])[CH2:26][CH2:25]2)=[N:5][C:6]([CH2:17][N:18]2[CH2:22][CH2:21][CH2:20][C:19]2=[O:23])=[C:7]([C:9](=[O:16])[NH:10][CH2:11][CH:12]([OH:15])[CH2:13]C)[CH:8]=1)#[N:2].CC(OI1(OC(C)=O)(OC(C)=O)OC(=O)C2C=CC=CC1=2)=O.C([O-])(O)=O.[Na+].CC1CCCO1, predict the reaction product. The product is: [C:1]([C:3]1[C:4]([N:24]2[CH2:29][CH2:28][CH:27]([C:30]([O:32][C:33]([CH3:36])([CH3:35])[CH3:34])=[O:31])[CH2:26][CH2:25]2)=[N:5][C:6]([CH2:17][N:18]2[CH2:22][CH2:21][CH2:20][C:19]2=[O:23])=[C:7]([C:9](=[O:16])[NH:10][CH2:11][C:12](=[O:15])[CH3:13])[CH:8]=1)#[N:2]. (3) The product is: [C:44]([N:43]([CH2:47][CH2:48][CH2:49][O:50][CH3:51])[C:39]1[CH:38]=[C:37]([CH:42]=[CH:41][CH:40]=1)[CH2:36][O:1][CH:2]1[CH:7]([C:8]2[CH:13]=[CH:12][C:11]([O:14][CH2:15][CH2:16][CH2:17][O:18][CH2:19][C:20]3[CH:25]=[CH:24][CH:23]=[CH:22][C:21]=3[O:26][CH3:27])=[CH:10][CH:9]=2)[CH2:6][CH2:5][N:4]([C:28]([O:30][C:31]([CH3:34])([CH3:33])[CH3:32])=[O:29])[CH2:3]1)(=[O:46])[CH3:45]. Given the reactants [OH:1][CH:2]1[CH:7]([C:8]2[CH:13]=[CH:12][C:11]([O:14][CH2:15][CH2:16][CH2:17][O:18][CH2:19][C:20]3[CH:25]=[CH:24][CH:23]=[CH:22][C:21]=3[O:26][CH3:27])=[CH:10][CH:9]=2)[CH2:6][CH2:5][N:4]([C:28]([O:30][C:31]([CH3:34])([CH3:33])[CH3:32])=[O:29])[CH2:3]1.Cl[CH2:36][C:37]1[CH:38]=[C:39]([N:43]([CH2:47][CH2:48][CH2:49][O:50][CH3:51])[C:44](=[O:46])[CH3:45])[CH:40]=[CH:41][CH:42]=1, predict the reaction product. (4) The product is: [CH3:1][C:2]1[CH:3]=[C:4]([NH:5][C:14]2[CH:15]=[C:16]([OH:22])[C:17]([N+:19]([O-:21])=[O:20])=[CH:18][C:13]=2[N+:10]([O-:12])=[O:11])[CH:6]=[CH:7][C:8]=1[CH3:9]. Given the reactants [CH3:1][C:2]1[CH:3]=[C:4]([CH:6]=[CH:7][C:8]=1[CH3:9])[NH2:5].[N+:10]([C:13]1[CH:18]=[C:17]([N+:19]([O-:21])=[O:20])[C:16]([OH:22])=[CH:15][C:14]=1F)([O-:12])=[O:11], predict the reaction product.